Task: Predict the product of the given reaction.. Dataset: Forward reaction prediction with 1.9M reactions from USPTO patents (1976-2016) (1) Given the reactants [C:1]([C:4]1[N:8]2[CH:9]=[CH:10][C:11]([CH:13]3[CH2:18][CH2:17][N:16]([C:19]([O:21][CH2:22][C:23]4[CH:28]=[CH:27][CH:26]=[CH:25][CH:24]=4)=[O:20])[CH2:15][CH2:14]3)=[CH:12][C:7]2=[N:6][C:5]=1[C:29]1[CH:34]=[CH:33][C:32]([F:35])=[CH:31][CH:30]=1)(=O)[CH3:2].[CH3:36]N(C(OC)OC)C.Cl.[NH2:45][C:46]([NH2:48])=[NH:47].C[O-].[Na+], predict the reaction product. The product is: [NH2:47][C:46]1[N:48]=[C:1]([C:4]2[N:8]3[CH:9]=[CH:10][C:11]([CH:13]4[CH2:14][CH2:15][N:16]([C:19]([O:21][CH2:22][C:23]5[CH:28]=[CH:27][CH:26]=[CH:25][CH:24]=5)=[O:20])[CH2:17][CH2:18]4)=[CH:12][C:7]3=[N:6][C:5]=2[C:29]2[CH:34]=[CH:33][C:32]([F:35])=[CH:31][CH:30]=2)[CH:2]=[CH:36][N:45]=1. (2) Given the reactants [CH3:1][O:2][C:3]1[CH:8]=[CH:7][C:6]([C:9](=[O:16])[CH2:10][CH:11]([CH3:15])[C:12]([OH:14])=[O:13])=[CH:5][CH:4]=1.Br.[CH3:18][C:19](O)=O, predict the reaction product. The product is: [CH2:18]([O:13][C:12](=[O:14])[CH:11]([CH3:15])[CH2:10][C:9]([C:6]1[CH:5]=[CH:4][C:3]([O:2][CH3:1])=[CH:8][CH:7]=1)=[O:16])[CH3:19]. (3) The product is: [CH3:12][Si:13]([CH3:15])([CH3:14])[CH2:16][CH2:17][O:18][CH2:19][N:3]1[C:7]2=[N:8][CH:9]=[CH:10][CH:11]=[C:6]2[CH:5]=[CH:4]1. Given the reactants [H-].[Na+].[NH:3]1[C:7]2=[N:8][CH:9]=[CH:10][CH:11]=[C:6]2[CH:5]=[CH:4]1.[CH3:12][Si:13]([CH2:16][CH2:17][O:18][CH2:19]Cl)([CH3:15])[CH3:14], predict the reaction product. (4) Given the reactants CS(O[CH2:6][CH2:7][C@:8]1([C:29]2[CH:34]=[CH:33][C:32]([F:35])=[C:31]([Br:36])[CH:30]=2)[O:12][CH2:11][N:10]([C:13](=[O:28])[C:14]2[CH:19]=[C:18]([C:20]([F:23])([F:22])[F:21])[CH:17]=[C:16]([C:24]([F:27])([F:26])[F:25])[CH:15]=2)[CH2:9]1)(=O)=O.[NH:37]1[CH2:42][CH2:41][C:40]2([C:50]3[C:45](=[CH:46][CH:47]=[CH:48][CH:49]=3)[CH2:44][C@@H:43]2[O:51][CH2:52][C:53]([O:55][CH2:56][CH3:57])=[O:54])[CH2:39][CH2:38]1, predict the reaction product. The product is: [F:23][C:20]([F:21])([F:22])[C:18]1[CH:19]=[C:14]([CH:15]=[C:16]([C:24]([F:25])([F:27])[F:26])[CH:17]=1)[C:13]([N:10]1[CH2:9][C@@:8]([CH2:7][CH2:6][N:37]2[CH2:42][CH2:41][C:40]3([C:50]4[C:45](=[CH:46][CH:47]=[CH:48][CH:49]=4)[CH2:44][C@@H:43]3[O:51][CH2:52][C:53]([O:55][CH2:56][CH3:57])=[O:54])[CH2:39][CH2:38]2)([C:29]2[CH:34]=[CH:33][C:32]([F:35])=[C:31]([Br:36])[CH:30]=2)[O:12][CH2:11]1)=[O:28]. (5) The product is: [C:21]([C:18]1[CH:19]=[CH:20][C:15]([C:13]2[N:14]=[C:10](/[CH:9]=[CH:8]/[C:5]3[CH:6]=[CH:7][C:2]([C:31]4[CH:32]=[CH:33][C:28]([OH:27])=[CH:29][CH:30]=4)=[CH:3][CH:4]=3)[N:11]([CH2:25][CH3:26])[CH:12]=2)=[CH:16][CH:17]=1)([CH3:24])([CH3:23])[CH3:22]. Given the reactants Br[C:2]1[CH:7]=[CH:6][C:5](/[CH:8]=[CH:9]/[C:10]2[N:11]([CH2:25][CH3:26])[CH:12]=[C:13]([C:15]3[CH:20]=[CH:19][C:18]([C:21]([CH3:24])([CH3:23])[CH3:22])=[CH:17][CH:16]=3)[N:14]=2)=[CH:4][CH:3]=1.[OH:27][C:28]1[CH:33]=[CH:32][C:31](B(O)O)=[CH:30][CH:29]=1, predict the reaction product.